From a dataset of Full USPTO retrosynthesis dataset with 1.9M reactions from patents (1976-2016). Predict the reactants needed to synthesize the given product. Given the product [CH3:1][O:2][C:3](=[O:16])[CH2:4][C:5]1[C:9]2[C:10]([Cl:15])=[CH:11][C:12]([O:14][CH2:23][C:24]3[N:28]([CH3:29])[N:27]=[C:26]([CH3:30])[CH:25]=3)=[CH:13][C:8]=2[S:7][CH:6]=1, predict the reactants needed to synthesize it. The reactants are: [CH3:1][O:2][C:3](=[O:16])[CH2:4][C:5]1[C:9]2[C:10]([Cl:15])=[CH:11][C:12]([OH:14])=[CH:13][C:8]=2[S:7][CH:6]=1.CN(C=O)C.Cl[CH2:23][C:24]1[N:28]([CH3:29])[N:27]=[C:26]([CH3:30])[CH:25]=1.C([O-])([O-])=O.[K+].[K+].